Dataset: NCI-60 drug combinations with 297,098 pairs across 59 cell lines. Task: Regression. Given two drug SMILES strings and cell line genomic features, predict the synergy score measuring deviation from expected non-interaction effect. (1) Drug 1: CC1=C(C=C(C=C1)C(=O)NC2=CC(=CC(=C2)C(F)(F)F)N3C=C(N=C3)C)NC4=NC=CC(=N4)C5=CN=CC=C5. Drug 2: CC(C)NC(=O)C1=CC=C(C=C1)CNNC.Cl. Cell line: MCF7. Synergy scores: CSS=-1.41, Synergy_ZIP=0.595, Synergy_Bliss=-1.25, Synergy_Loewe=-3.90, Synergy_HSA=-4.13. (2) Drug 1: CN(CC1=CN=C2C(=N1)C(=NC(=N2)N)N)C3=CC=C(C=C3)C(=O)NC(CCC(=O)O)C(=O)O. Drug 2: CC(C)NC(=O)C1=CC=C(C=C1)CNNC.Cl. Cell line: MDA-MB-435. Synergy scores: CSS=45.4, Synergy_ZIP=2.35, Synergy_Bliss=0.822, Synergy_Loewe=-30.3, Synergy_HSA=0.0409. (3) Drug 1: CNC(=O)C1=CC=CC=C1SC2=CC3=C(C=C2)C(=NN3)C=CC4=CC=CC=N4. Drug 2: C1=CN(C=N1)CC(O)(P(=O)(O)O)P(=O)(O)O. Cell line: HS 578T. Synergy scores: CSS=16.4, Synergy_ZIP=-1.18, Synergy_Bliss=7.69, Synergy_Loewe=4.89, Synergy_HSA=5.43. (4) Drug 1: C1C(C(OC1N2C=C(C(=O)NC2=O)F)CO)O. Drug 2: C1=NNC2=C1C(=O)NC=N2. Cell line: KM12. Synergy scores: CSS=20.1, Synergy_ZIP=-0.642, Synergy_Bliss=-2.32, Synergy_Loewe=-25.1, Synergy_HSA=-3.15. (5) Drug 1: CN(C)N=NC1=C(NC=N1)C(=O)N. Drug 2: C1CNP(=O)(OC1)N(CCCl)CCCl. Cell line: SK-MEL-28. Synergy scores: CSS=-4.79, Synergy_ZIP=0.632, Synergy_Bliss=-3.20, Synergy_Loewe=-4.11, Synergy_HSA=-4.70. (6) Drug 1: CC(CN1CC(=O)NC(=O)C1)N2CC(=O)NC(=O)C2. Drug 2: C1C(C(OC1N2C=NC3=C(N=C(N=C32)Cl)N)CO)O. Cell line: TK-10. Synergy scores: CSS=-0.833, Synergy_ZIP=-3.74, Synergy_Bliss=-6.29, Synergy_Loewe=-7.82, Synergy_HSA=-7.53. (7) Drug 2: CC(C)NC(=O)C1=CC=C(C=C1)CNNC.Cl. Cell line: NCI-H322M. Synergy scores: CSS=-0.224, Synergy_ZIP=0.491, Synergy_Bliss=-1.59, Synergy_Loewe=-5.77, Synergy_HSA=-4.08. Drug 1: CS(=O)(=O)C1=CC(=C(C=C1)C(=O)NC2=CC(=C(C=C2)Cl)C3=CC=CC=N3)Cl. (8) Drug 1: C1CCC(CC1)NC(=O)N(CCCl)N=O. Drug 2: CCC1(CC2CC(C3=C(CCN(C2)C1)C4=CC=CC=C4N3)(C5=C(C=C6C(=C5)C78CCN9C7C(C=CC9)(C(C(C8N6C)(C(=O)OC)O)OC(=O)C)CC)OC)C(=O)OC)O.OS(=O)(=O)O. Cell line: OVCAR-8. Synergy scores: CSS=8.42, Synergy_ZIP=-9.44, Synergy_Bliss=-19.4, Synergy_Loewe=-40.9, Synergy_HSA=-19.1. (9) Drug 2: CC(C)CN1C=NC2=C1C3=CC=CC=C3N=C2N. Cell line: SN12C. Synergy scores: CSS=-1.22, Synergy_ZIP=-1.83, Synergy_Bliss=-5.28, Synergy_Loewe=-3.95, Synergy_HSA=-3.94. Drug 1: CC(C)(C#N)C1=CC(=CC(=C1)CN2C=NC=N2)C(C)(C)C#N. (10) Drug 1: C1=CC(=CC=C1CCC2=CNC3=C2C(=O)NC(=N3)N)C(=O)NC(CCC(=O)O)C(=O)O. Drug 2: CC1CCC2CC(C(=CC=CC=CC(CC(C(=O)C(C(C(=CC(C(=O)CC(OC(=O)C3CCCCN3C(=O)C(=O)C1(O2)O)C(C)CC4CCC(C(C4)OC)O)C)C)O)OC)C)C)C)OC. Cell line: NCI/ADR-RES. Synergy scores: CSS=10.0, Synergy_ZIP=-5.85, Synergy_Bliss=-3.24, Synergy_Loewe=-1.92, Synergy_HSA=-1.31.